Dataset: Full USPTO retrosynthesis dataset with 1.9M reactions from patents (1976-2016). Task: Predict the reactants needed to synthesize the given product. Given the product [Br:16][CH2:14][C:8]1[N:7]([CH3:15])[N:6]([CH:1]2[CH2:2][CH2:3][CH2:4][CH2:5]2)[C:10](=[O:11])[C:9]=1[O:12][CH3:13], predict the reactants needed to synthesize it. The reactants are: [CH:1]1([N:6]2[C:10](=[O:11])[C:9]([O:12][CH3:13])=[C:8]([CH3:14])[N:7]2[CH3:15])[CH2:5][CH2:4][CH2:3][CH2:2]1.[Br:16]N1C(=O)CCC1=O.